From a dataset of Full USPTO retrosynthesis dataset with 1.9M reactions from patents (1976-2016). Predict the reactants needed to synthesize the given product. (1) Given the product [C:35]([C:39]1[CH:40]=[CH:41][C:42]([CH3:46])=[C:43]([CH:44]=1)[O:45][C:2]1[S:3][CH:4]=[C:5]([C:7]([NH:9][C:10]2[C:11]([O:33][CH3:34])=[N:12][C:13]([NH:18][CH2:19][C:20]3[N:21]([CH2:25][O:26][CH2:27][CH2:28][Si:29]([CH3:32])([CH3:31])[CH3:30])[CH:22]=[CH:23][N:24]=3)=[N:14][C:15]=2[O:16][CH3:17])=[O:8])[N:6]=1)([CH3:38])([CH3:37])[CH3:36], predict the reactants needed to synthesize it. The reactants are: Br[C:2]1[S:3][CH:4]=[C:5]([C:7]([NH:9][C:10]2[C:11]([O:33][CH3:34])=[N:12][C:13]([NH:18][CH2:19][C:20]3[N:21]([CH2:25][O:26][CH2:27][CH2:28][Si:29]([CH3:32])([CH3:31])[CH3:30])[CH:22]=[CH:23][N:24]=3)=[N:14][C:15]=2[O:16][CH3:17])=[O:8])[N:6]=1.[C:35]([C:39]1[CH:40]=[CH:41][C:42]([CH3:46])=[C:43]([OH:45])[CH:44]=1)([CH3:38])([CH3:37])[CH3:36].C(C1C=C(C=CC=1)OC1OC=C(C(OCC)=O)N=1)(C)(C)C. (2) Given the product [CH2:1]([N:8]1[CH2:13][CH2:12][CH:11]([C:14]2[CH:19]=[CH:18][CH:17]=[C:16]([O:20][CH2:21][C:22]3[CH:27]=[CH:26][CH:25]=[CH:24][CH:23]=3)[CH:15]=2)[CH:10]([O:28][CH2:30][C:31]2[CH:40]=[CH:39][C:38]3[C:33](=[CH:34][CH:35]=[CH:36][CH:37]=3)[CH:32]=2)[CH2:9]1)[C:2]1[CH:7]=[CH:6][CH:5]=[CH:4][CH:3]=1, predict the reactants needed to synthesize it. The reactants are: [CH2:1]([N:8]1[CH2:13][CH2:12][CH:11]([C:14]2[CH:19]=[CH:18][CH:17]=[C:16]([O:20][CH2:21][C:22]3[CH:27]=[CH:26][CH:25]=[CH:24][CH:23]=3)[CH:15]=2)[CH:10]([OH:28])[CH2:9]1)[C:2]1[CH:7]=[CH:6][CH:5]=[CH:4][CH:3]=1.Br[CH2:30][C:31]1[CH:40]=[CH:39][C:38]2[C:33](=[CH:34][CH:35]=[CH:36][CH:37]=2)[CH:32]=1.